Dataset: Merck oncology drug combination screen with 23,052 pairs across 39 cell lines. Task: Regression. Given two drug SMILES strings and cell line genomic features, predict the synergy score measuring deviation from expected non-interaction effect. (1) Drug 1: O=C(CCCCCCC(=O)Nc1ccccc1)NO. Drug 2: CNC(=O)c1cc(Oc2ccc(NC(=O)Nc3ccc(Cl)c(C(F)(F)F)c3)cc2)ccn1. Cell line: COLO320DM. Synergy scores: synergy=-5.88. (2) Drug 1: O=C(O)C1(Cc2cccc(Nc3nccs3)n2)CCC(Oc2cccc(Cl)c2F)CC1. Drug 2: NC1CCCCC1N.O=C(O)C(=O)O.[Pt+2]. Cell line: EFM192B. Synergy scores: synergy=-13.5. (3) Drug 1: CN(C)C(=N)N=C(N)N. Drug 2: NC1(c2ccc(-c3nc4ccn5c(=O)[nH]nc5c4cc3-c3ccccc3)cc2)CCC1. Cell line: HCT116. Synergy scores: synergy=2.22. (4) Drug 1: O=C(O)C1(Cc2cccc(Nc3nccs3)n2)CCC(Oc2cccc(Cl)c2F)CC1. Drug 2: CC(C)CC(NC(=O)C(Cc1ccccc1)NC(=O)c1cnccn1)B(O)O. Cell line: A2780. Synergy scores: synergy=-12.5. (5) Drug 1: CCC1=CC2CN(C1)Cc1c([nH]c3ccccc13)C(C(=O)OC)(c1cc3c(cc1OC)N(C)C1C(O)(C(=O)OC)C(OC(C)=O)C4(CC)C=CCN5CCC31C54)C2. Drug 2: CCc1cnn2c(NCc3ccc[n+]([O-])c3)cc(N3CCCCC3CCO)nc12. Cell line: SW620. Synergy scores: synergy=-1.81. (6) Drug 1: N.N.O=C(O)C1(C(=O)O)CCC1.[Pt]. Drug 2: O=C(CCCCCCC(=O)Nc1ccccc1)NO. Cell line: A2780. Synergy scores: synergy=13.2.